This data is from Reaction yield outcomes from USPTO patents with 853,638 reactions. The task is: Predict the reaction yield, written as a fraction of the theoretical maximum amount of product (1.0 means a 100% yield; for example, 0.34 means a 34% yield). (1) The reactants are [C-:1]#[N:2].[K+].Br[CH2:5][C:6]1[C:14]2[O:13][C:12]([C:15]3[CH:20]=[CH:19][C:18]([OH:21])=[CH:17][CH:16]=3)=[C:11]([C:22]3[CH:27]=[CH:26][CH:25]=[CH:24][CH:23]=3)[C:10]=2[CH:9]=[C:8]([OH:28])[CH:7]=1.C1COCC1.C(=O)(O)[O-].[Na+]. The catalyst is CN1C(=O)CCC1. The product is [OH:28][C:8]1[CH:7]=[C:6]([CH2:5][C:1]#[N:2])[C:14]2[O:13][C:12]([C:15]3[CH:20]=[CH:19][C:18]([OH:21])=[CH:17][CH:16]=3)=[C:11]([C:22]3[CH:27]=[CH:26][CH:25]=[CH:24][CH:23]=3)[C:10]=2[CH:9]=1. The yield is 0.170. (2) The reactants are [O:1]1[CH2:6][CH2:5][O:4][C:3]2[CH:7]=[C:8](C=O)[CH:9]=[CH:10][C:2]1=2.C1C=C(Cl)C=C(C(OO)=[O:21])C=1. The catalyst is C(Cl)Cl. The product is [O:1]1[CH2:6][CH2:5][O:4][C:3]2[CH:7]=[C:8]([OH:21])[CH:9]=[CH:10][C:2]1=2. The yield is 0.630. (3) The product is [F:19][C:3]1[C:2]([C:24]#[C:23][C:22]([OH:25])([CH3:26])[C:21]([F:28])([F:27])[F:20])=[CH:18][C:6]2[C:7]3[N:8]([CH:12]=[C:13]([C:15]([NH2:17])=[O:16])[N:14]=3)[CH2:9][CH2:10][O:11][C:5]=2[CH:4]=1. The reactants are Br[C:2]1[C:3]([F:19])=[CH:4][C:5]2[O:11][CH2:10][CH2:9][N:8]3[CH:12]=[C:13]([C:15]([NH2:17])=[O:16])[N:14]=[C:7]3[C:6]=2[CH:18]=1.[F:20][C:21]([F:28])([F:27])[C:22]([CH3:26])([OH:25])[C:23]#[CH:24]. No catalyst specified. The yield is 0.400. (4) The reactants are [C:1]1([C:7]2[NH:20][C:10]3[N:11]([CH2:17][CH2:18][CH3:19])[C:12](=[O:16])[NH:13][C:14](=[S:15])[C:9]=3[CH:8]=2)[CH:6]=[CH:5][CH:4]=[CH:3][CH:2]=1.I[CH3:22]. The catalyst is [OH-].[Na+].C(O)C. The product is [CH3:22][S:15][C:14]1[C:9]2[CH:8]=[C:7]([C:1]3[CH:2]=[CH:3][CH:4]=[CH:5][CH:6]=3)[NH:20][C:10]=2[N:11]([CH2:17][CH2:18][CH3:19])[C:12](=[O:16])[N:13]=1. The yield is 0.890. (5) The product is [CH3:10][O:9][NH:8][C:6]([C:5]1[CH:11]=[CH:12][C:2]([C:20]2[O:19][C:18]([C:2]3[CH:12]=[CH:11][C:5]([C:6](=[NH:7])[NH:8][O:9][CH3:10])=[CH:4][N:3]=3)=[CH:22][CH:21]=2)=[N:3][CH:4]=1)=[NH:7]. The yield is 0.350. The catalyst is O1CCOCC1.[Pd].C1(P(C2C=CC=CC=2)C2C=CC=CC=2)C=CC=CC=1.C1(P(C2C=CC=CC=2)C2C=CC=CC=2)C=CC=CC=1.C1(P(C2C=CC=CC=2)C2C=CC=CC=2)C=CC=CC=1.C1(P(C2C=CC=CC=2)C2C=CC=CC=2)C=CC=CC=1. The reactants are Cl[C:2]1[CH:12]=[CH:11][C:5]([C:6]([NH:8][O:9][CH3:10])=[NH:7])=[CH:4][N:3]=1.C([Sn](CCCC)(CCCC)[C:18]1[O:19][C:20]([Sn](CCCC)(CCCC)CCCC)=[CH:21][CH:22]=1)CCC.